From a dataset of Full USPTO retrosynthesis dataset with 1.9M reactions from patents (1976-2016). Predict the reactants needed to synthesize the given product. The reactants are: [C:1]1([OH:7])[CH:6]=[CH:5][CH:4]=[CH:3][CH:2]=1.[CH:8]1[CH:13]=[CH:12][CH:11]=[CH:10][CH:9]=1.[C:14]1([CH:20]([CH3:22])[CH3:21])[CH:19]=[CH:18][CH:17]=[CH:16][CH:15]=1.CC(C)=[O:25]. Given the product [C:14]1([CH:20]([CH3:22])[CH3:21])[CH:19]=[CH:18][CH:17]=[CH:16][CH:15]=1.[C:1]([O:7][OH:25])([C:8]1[CH:13]=[CH:12][CH:11]=[CH:10][CH:9]=1)([CH3:6])[CH3:2].[C:1]1([OH:7])[CH:6]=[CH:5][CH:4]=[CH:3][CH:2]=1, predict the reactants needed to synthesize it.